Dataset: Forward reaction prediction with 1.9M reactions from USPTO patents (1976-2016). Task: Predict the product of the given reaction. Given the reactants [NH2:1][CH2:2][CH2:3][N:4]1[C:8](=[O:9])/[C:7](=[CH:10]/[C:11]2[CH:12]=[C:13]3[C:17](=[CH:18][CH:19]=2)[N:16]([CH2:20][C:21]2[CH:26]=[CH:25][C:24]([Cl:27])=[CH:23][C:22]=2[C:28]([F:31])([F:30])[F:29])[N:15]=[CH:14]3)/[S:6][C:5]1=[O:32].[F:33][C:34]([F:45])([F:44])[C:35](O[C:35](=[O:36])[C:34]([F:45])([F:44])[F:33])=[O:36], predict the reaction product. The product is: [Cl:27][C:24]1[CH:25]=[CH:26][C:21]([CH2:20][N:16]2[C:17]3[C:13](=[CH:12][C:11](/[CH:10]=[C:7]4/[C:8](=[O:9])[N:4]([CH2:3][CH2:2][NH:1][C:35](=[O:36])[C:34]([F:45])([F:44])[F:33])[C:5](=[O:32])[S:6]/4)=[CH:19][CH:18]=3)[CH:14]=[N:15]2)=[C:22]([C:28]([F:30])([F:29])[F:31])[CH:23]=1.